From a dataset of Full USPTO retrosynthesis dataset with 1.9M reactions from patents (1976-2016). Predict the reactants needed to synthesize the given product. Given the product [CH:1]1([N:5]2[CH2:11][CH2:10][C:9]3[S:12][C:13]([C:24]4[CH:25]=[CH:26][C:27]([N:30]5[CH2:31][CH2:32][O:33][CH2:34][CH2:35]5)=[CH:28][CH:29]=4)=[N:14][C:8]=3[CH2:7][CH2:6]2)[CH2:4][CH2:3][CH2:2]1, predict the reactants needed to synthesize it. The reactants are: [CH:1]1([N:5]2[CH2:11][CH2:10][C:9]3[S:12][C:13](I)=[N:14][C:8]=3[CH2:7][CH2:6]2)[CH2:4][CH2:3][CH2:2]1.CC1(C)C(C)(C)OB([C:24]2[CH:29]=[CH:28][C:27]([N:30]3[CH2:35][CH2:34][O:33][CH2:32][CH2:31]3)=[CH:26][CH:25]=2)O1.C(=O)([O-])[O-].[Na+].[Na+].Cl.